This data is from Catalyst prediction with 721,799 reactions and 888 catalyst types from USPTO. The task is: Predict which catalyst facilitates the given reaction. (1) Reactant: [O:1]1[CH2:3][CH:2]1[CH2:4][O:5][C:6]1[CH:11]=[CH:10][N:9]=[CH:8][CH:7]=1.[NH2:12][CH:13]1[CH2:18][CH2:17][N:16]([C:19]([O:21][C:22]([CH3:25])([CH3:24])[CH3:23])=[O:20])[CH2:15][CH2:14]1. Product: [C:22]([O:21][C:19]([N:16]1[CH2:17][CH2:18][CH:13]([NH:12][CH2:3][CH:2]([OH:1])[CH2:4][O:5][C:6]2[CH:11]=[CH:10][N:9]=[CH:8][CH:7]=2)[CH2:14][CH2:15]1)=[O:20])([CH3:25])([CH3:23])[CH3:24]. The catalyst class is: 3. (2) Reactant: [Na].[CH3:2][C:3]([SH:6])([CH3:5])[CH3:4].Cl[C:8]1[CH:13]=[C:12](Cl)[C:11](Cl)=[CH:10][C:9]=1Cl. Product: [C:3]([S:6][C:8]1[CH:13]=[C:12]([S:6][C:3]([CH3:5])([CH3:4])[CH3:2])[C:11]([S:6][C:3]([CH3:5])([CH3:4])[CH3:2])=[CH:10][C:9]=1[S:6][C:3]([CH3:5])([CH3:4])[CH3:2])([CH3:5])([CH3:4])[CH3:2]. The catalyst class is: 3.